This data is from Full USPTO retrosynthesis dataset with 1.9M reactions from patents (1976-2016). The task is: Predict the reactants needed to synthesize the given product. Given the product [ClH:58].[CH3:1][N:3]([CH3:4])[C:52]([C:51]1[CH:50]=[C:49]([CH2:48][N:45]2[CH2:46][CH2:47][N:42]([C:37]3[C:36]([C:34]([O:33][CH:31]([CH3:32])[CH3:30])=[O:35])=[CH:41][CH:40]=[CH:39][N:38]=3)[CH2:43][CH2:44]2)[CH:57]=[CH:56][CH:55]=1)=[O:54], predict the reactants needed to synthesize it. The reactants are: [CH2:1]([N:3](CC1C=CC(CC)=CC=1)[C@H:4]1CCN(C2C(C(OC(C)C)=O)=CC=CN=2)C1)C.[CH3:30][CH:31]([O:33][C:34]([C:36]1[C:37]([N:42]2[CH2:47][CH2:46][N:45]([CH2:48][C:49]3[CH:50]=[C:51]([CH:55]=[CH:56][CH:57]=3)[C:52]([OH:54])=O)[CH2:44][CH2:43]2)=[N:38][CH:39]=[CH:40][CH:41]=1)=[O:35])[CH3:32].[ClH:58].CNC.CCN=C=NCCCN(C)C.C1C=CC2N(O)N=NC=2C=1.